Predict the reaction yield, written as a fraction of the theoretical maximum amount of product (1.0 means a 100% yield; for example, 0.34 means a 34% yield). From a dataset of Reaction yield outcomes from USPTO patents with 853,638 reactions. (1) The reactants are [CH3:1][O:2][C:3]1[CH:8]=[CH:7][C:6]([NH2:9])=[CH:5][CH:4]=1.B(Cl)(Cl)Cl.ClCCl.[F:17][C:18]1[CH:19]=[C:20]([CH:23]=[CH:24][CH:25]=1)[C:21]#N.[Al+3].[Cl-].[Cl-].[Cl-].[OH2:30]. The catalyst is ClC1C=CC=CC=1. The product is [NH2:9][C:6]1[CH:7]=[CH:8][C:3]([O:2][CH3:1])=[CH:4][C:5]=1[C:21]([C:20]1[CH:23]=[CH:24][CH:25]=[C:18]([F:17])[CH:19]=1)=[O:30]. The yield is 0.230. (2) The reactants are Cl.[F:2][C:3]1[CH:8]=[CH:7][CH:6]=[CH:5][C:4]=1[NH:9][NH2:10].C(N(CC)CC)C.[NH2:18]/[C:19](/OCC)=[CH:20]\[C:21](=O)[C:22]([F:25])([F:24])[F:23]. The catalyst is C(O)C. The product is [F:2][C:3]1[CH:8]=[CH:7][CH:6]=[CH:5][C:4]=1[N:9]1[C:21]([C:22]([F:25])([F:24])[F:23])=[CH:20][C:19]([NH2:18])=[N:10]1. The yield is 0.160. (3) The reactants are [Li+].[OH-].[F:3][C:4]1[CH:9]=[CH:8][C:7]([N:10]2[CH2:14][CH2:13][C:12]([CH3:19])([C:15]([O:17]C)=[O:16])[C:11]2=[O:20])=[CH:6][CH:5]=1.Cl. The catalyst is C1COCC1.CO. The product is [F:3][C:4]1[CH:5]=[CH:6][C:7]([N:10]2[CH2:14][CH2:13][C:12]([CH3:19])([C:15]([OH:17])=[O:16])[C:11]2=[O:20])=[CH:8][CH:9]=1. The yield is 0.920. (4) The reactants are [NH2-].[Na+].[CH3:3][C:4](C)=[O:5].C[O:8][CH:9]([CH3:14])[C:10]([O:12][CH3:13])=O.[CH3:15]C(OCC1C2C(=CC=CC=2)C(COC(C)=O)=C2C=1C=CC=C2)=O. The catalyst is C(O)(=O)C.O. The product is [CH3:13][O:12][CH:10]([C:9](=[O:8])[CH2:14][C:4](=[O:5])[CH3:3])[CH3:15]. The yield is 0.530.